This data is from NCI-60 drug combinations with 297,098 pairs across 59 cell lines. The task is: Regression. Given two drug SMILES strings and cell line genomic features, predict the synergy score measuring deviation from expected non-interaction effect. (1) Drug 1: C1C(C(OC1N2C=C(C(=O)NC2=O)F)CO)O. Drug 2: CN(CCCl)CCCl.Cl. Cell line: CCRF-CEM. Synergy scores: CSS=61.6, Synergy_ZIP=-1.61, Synergy_Bliss=-3.39, Synergy_Loewe=-7.31, Synergy_HSA=-1.74. (2) Drug 1: CC(C)NC(=O)C1=CC=C(C=C1)CNNC.Cl. Drug 2: C1CCC(C(C1)N)N.C(=O)(C(=O)[O-])[O-].[Pt+4]. Cell line: RPMI-8226. Synergy scores: CSS=25.7, Synergy_ZIP=-8.73, Synergy_Bliss=-18.7, Synergy_Loewe=-47.6, Synergy_HSA=-19.3. (3) Drug 1: CN(C)N=NC1=C(NC=N1)C(=O)N. Drug 2: CCN(CC)CCCC(C)NC1=C2C=C(C=CC2=NC3=C1C=CC(=C3)Cl)OC. Cell line: A498. Synergy scores: CSS=6.45, Synergy_ZIP=-5.34, Synergy_Bliss=-2.11, Synergy_Loewe=-13.6, Synergy_HSA=-2.55. (4) Drug 1: C#CCC(CC1=CN=C2C(=N1)C(=NC(=N2)N)N)C3=CC=C(C=C3)C(=O)NC(CCC(=O)O)C(=O)O. Drug 2: CCC1(C2=C(COC1=O)C(=O)N3CC4=CC5=C(C=CC(=C5CN(C)C)O)N=C4C3=C2)O.Cl. Cell line: TK-10. Synergy scores: CSS=17.9, Synergy_ZIP=0.959, Synergy_Bliss=3.30, Synergy_Loewe=-0.425, Synergy_HSA=-0.663. (5) Drug 1: C1=CC(=C2C(=C1NCCNCCO)C(=O)C3=C(C=CC(=C3C2=O)O)O)NCCNCCO. Drug 2: C1C(C(OC1N2C=NC3=C2NC=NCC3O)CO)O. Cell line: NCI-H322M. Synergy scores: CSS=12.0, Synergy_ZIP=-7.68, Synergy_Bliss=-6.85, Synergy_Loewe=-16.2, Synergy_HSA=-3.99. (6) Drug 1: C1C(C(OC1N2C=C(C(=O)NC2=O)F)CO)O. Drug 2: CC12CCC3C(C1CCC2OP(=O)(O)O)CCC4=C3C=CC(=C4)OC(=O)N(CCCl)CCCl.[Na+]. Cell line: MALME-3M. Synergy scores: CSS=8.02, Synergy_ZIP=-3.21, Synergy_Bliss=-0.485, Synergy_Loewe=-3.15, Synergy_HSA=-2.72. (7) Drug 1: C1=CC=C(C=C1)NC(=O)CCCCCCC(=O)NO. Drug 2: C1=CN(C=N1)CC(O)(P(=O)(O)O)P(=O)(O)O. Cell line: MCF7. Synergy scores: CSS=29.3, Synergy_ZIP=-7.51, Synergy_Bliss=1.23, Synergy_Loewe=-7.20, Synergy_HSA=2.01. (8) Drug 1: CC1OCC2C(O1)C(C(C(O2)OC3C4COC(=O)C4C(C5=CC6=C(C=C35)OCO6)C7=CC(=C(C(=C7)OC)O)OC)O)O. Drug 2: CCCCCOC(=O)NC1=NC(=O)N(C=C1F)C2C(C(C(O2)C)O)O. Cell line: CAKI-1. Synergy scores: CSS=46.4, Synergy_ZIP=-0.205, Synergy_Bliss=-0.362, Synergy_Loewe=-44.5, Synergy_HSA=0.932. (9) Drug 1: C(CCl)NC(=O)N(CCCl)N=O. Drug 2: COCCOC1=C(C=C2C(=C1)C(=NC=N2)NC3=CC=CC(=C3)C#C)OCCOC.Cl. Cell line: HCT-15. Synergy scores: CSS=-1.13, Synergy_ZIP=2.40, Synergy_Bliss=5.98, Synergy_Loewe=-1.14, Synergy_HSA=-0.627. (10) Drug 1: CC1=C2C(C(=O)C3(C(CC4C(C3C(C(C2(C)C)(CC1OC(=O)C(C(C5=CC=CC=C5)NC(=O)OC(C)(C)C)O)O)OC(=O)C6=CC=CC=C6)(CO4)OC(=O)C)OC)C)OC. Drug 2: CC1C(C(CC(O1)OC2CC(CC3=C2C(=C4C(=C3O)C(=O)C5=C(C4=O)C(=CC=C5)OC)O)(C(=O)CO)O)N)O.Cl. Cell line: NCI/ADR-RES. Synergy scores: CSS=33.2, Synergy_ZIP=-11.8, Synergy_Bliss=-3.59, Synergy_Loewe=-9.03, Synergy_HSA=0.416.